From a dataset of Catalyst prediction with 721,799 reactions and 888 catalyst types from USPTO. Predict which catalyst facilitates the given reaction. (1) Reactant: [Cl:1][C:2]1[CH:3]=[C:4]([CH:8]=[CH:9][C:10]=1[N:11]1[CH2:16][CH2:15][CH2:14][NH:13][C:12]1=[O:17])[C:5]([OH:7])=O.[Cl:18][C:19]1[CH:30]=[CH:29][C:22]2[NH:23][C:24]([C@@H:26]([NH2:28])[CH3:27])=[N:25][C:21]=2[CH:20]=1.CN(C(ON1N=NC2C=CC=CC1=2)=[N+](C)C)C.[B-](F)(F)(F)F.CN1CCOCC1.N. Product: [Cl:1][C:2]1[CH:3]=[C:4]([CH:8]=[CH:9][C:10]=1[N:11]1[CH2:16][CH2:15][CH2:14][NH:13][C:12]1=[O:17])[C:5]([NH:28][C@H:26]([C:24]1[NH:23][C:22]2[CH:29]=[CH:30][C:19]([Cl:18])=[CH:20][C:21]=2[N:25]=1)[CH3:27])=[O:7]. The catalyst class is: 3. (2) Reactant: [CH3:1][O:2][C:3]([C:5]1[C:9]2[C:10]([NH:14][CH2:15][CH:16](OC)OC)=[N:11][CH2:12][CH2:13][C:8]=2[N:7]([CH2:21][CH2:22][C:23]2[CH:28]=[CH:27][C:26]([N+:29]([O-:31])=[O:30])=[CH:25][CH:24]=2)[CH:6]=1)=[O:4].Cl.C([O-])([O-])=O.[K+].[K+]. Product: [CH3:1][O:2][C:3]([C:5]1[C:9]2[C:10]3[N:11]([CH:16]=[CH:15][N:14]=3)[CH2:12][CH2:13][C:8]=2[N:7]([CH2:21][CH2:22][C:23]2[CH:24]=[CH:25][C:26]([N+:29]([O-:31])=[O:30])=[CH:27][CH:28]=2)[CH:6]=1)=[O:4]. The catalyst class is: 138. (3) Reactant: [Br:1][C:2]1[CH:3]=[CH:4][C:5]([N:8]2[CH2:13][CH2:12][CH:11]([CH2:14][CH2:15][NH:16]C(=O)OC(C)(C)C)[CH2:10][CH2:9]2)=[N:6][CH:7]=1.FC(F)(F)C(O)=O.N. Product: [Br:1][C:2]1[CH:3]=[CH:4][C:5]([N:8]2[CH2:9][CH2:10][CH:11]([CH2:14][CH2:15][NH2:16])[CH2:12][CH2:13]2)=[N:6][CH:7]=1. The catalyst class is: 4. (4) Reactant: [CH3:1][O:2][CH2:3][CH2:4][CH2:5][O:6][C:7]1[CH:8]=[C:9]2[C:13](=[C:14]([N:16]([CH3:26])[S:17]([C:20]3[CH:25]=[CH:24][CH:23]=[CH:22][N:21]=3)(=[O:19])=[O:18])[CH:15]=1)[NH:12][C:11]([C:27]([O:29]CC)=[O:28])=[CH:10]2.[OH-].[Na+].C(O)C.Cl. Product: [CH3:1][O:2][CH2:3][CH2:4][CH2:5][O:6][C:7]1[CH:8]=[C:9]2[C:13](=[C:14]([N:16]([CH3:26])[S:17]([C:20]3[CH:25]=[CH:24][CH:23]=[CH:22][N:21]=3)(=[O:18])=[O:19])[CH:15]=1)[NH:12][C:11]([C:27]([OH:29])=[O:28])=[CH:10]2. The catalyst class is: 132. (5) The catalyst class is: 3. Reactant: [CH:1]1([C:4]2[N:8]([C:9]3[N:17]=[C:16]4[C:12]([N:13]=[C:14]([C:19]([OH:21])=O)[N:15]4[CH3:18])=[C:11]([N:22]4[CH2:27][CH2:26][O:25][CH2:24][CH2:23]4)[N:10]=3)[C:7]3[CH:28]=[CH:29][CH:30]=[CH:31][C:6]=3[N:5]=2)[CH2:3][CH2:2]1.[I-].ClC1C=CC=C[N+]=1C.CCN(C(C)C)C(C)C.[NH:50]1[CH2:53][CH:52]([N:54]2[CH2:59][CH2:58][O:57][CH2:56][CH2:55]2)[CH2:51]1. Product: [CH:1]1([C:4]2[N:8]([C:9]3[N:17]=[C:16]4[C:12]([N:13]=[C:14]([C:19]([N:50]5[CH2:53][CH:52]([N:54]6[CH2:59][CH2:58][O:57][CH2:56][CH2:55]6)[CH2:51]5)=[O:21])[N:15]4[CH3:18])=[C:11]([N:22]4[CH2:27][CH2:26][O:25][CH2:24][CH2:23]4)[N:10]=3)[C:7]3[CH:28]=[CH:29][CH:30]=[CH:31][C:6]=3[N:5]=2)[CH2:3][CH2:2]1. (6) The catalyst class is: 10. Product: [C:1]1([CH2:7][CH2:8][CH2:9][CH2:10][Br:12])[CH:6]=[CH:5][CH:4]=[CH:3][CH:2]=1. Reactant: [C:1]1([CH2:7][CH2:8][CH2:9][CH2:10]O)[CH:6]=[CH:5][CH:4]=[CH:3][CH:2]=1.[Br-:12].[Br-].C1(P(C2C=CC=CC=2)C2C=CC=CC=2)C=CC=CC=1.CO. (7) Reactant: [OH:1][CH2:2][CH:3]1[CH2:7][NH:6][C:5](=[O:8])[CH2:4]1.[H-].[Na+].Cl[C:12]1[N:21]=[C:20]([C:22]2[CH:27]=[CH:26][C:25]([N:28]([CH3:30])[CH3:29])=[C:24]([CH3:31])[CH:23]=2)[CH:19]=[C:18]2[C:13]=1[CH:14]=[CH:15][CH:16]=[N:17]2. Product: [NH:6]1[CH2:7][CH:3]([CH2:2][O:1][C:12]2[N:21]=[C:20]([C:22]3[CH:27]=[CH:26][C:25]([N:28]([CH3:30])[CH3:29])=[C:24]([CH3:31])[CH:23]=3)[CH:19]=[C:18]3[C:13]=2[CH:14]=[CH:15][CH:16]=[N:17]3)[CH2:4][C:5]1=[O:8]. The catalyst class is: 44.